Dataset: HIV replication inhibition screening data with 41,000+ compounds from the AIDS Antiviral Screen. Task: Binary Classification. Given a drug SMILES string, predict its activity (active/inactive) in a high-throughput screening assay against a specified biological target. (1) The molecule is OCc1ccc2ccc3ccc(CO)nc3c2n1. The result is 0 (inactive). (2) The compound is COC(=O)C1C(O)C(C)C(O)C(C)C=CC=C(C)C(=O)Nc2c(C)c(OC(C)=O)c3c(c2O)C(=O)C(C)=C2OCOC(=C23)C(C)=CC(C)(O)C(O)C(C)C1O. The result is 0 (inactive). (3) The compound is CCCCC(CC)C(=O)OC(C)CN(CC(C)OC(=O)C(CC)CCCC)C(=O)C(C)OC(=O)C(CC)CCCC. The result is 0 (inactive). (4) The compound is O=C(CC(c1ccccc1)C1C(=O)C12CCCC2)c1ccccc1. The result is 0 (inactive). (5) The drug is O=C1c2cscc2C(=O)c2c(OCc3ccccc3)ccc(OCc3ccccc3)c21. The result is 0 (inactive). (6) The compound is CCNc1nc(O)c2ncn(C3CC(O)C(COP(=O)(O)O)O3)c2n1.N. The result is 0 (inactive). (7) The compound is CC(N)(CC(O)(C(F)(F)Cl)C(F)(F)Cl)C(=O)O. The result is 0 (inactive). (8) The drug is COc1cc2c(cc1OC)-c1cc3ccccc3c[n+]1CC2.[Cl-]. The result is 0 (inactive). (9) The drug is CC1(C)OC(=O)C(=Cc2ccccc2F)C(=O)O1. The result is 0 (inactive).